Dataset: Catalyst prediction with 721,799 reactions and 888 catalyst types from USPTO. Task: Predict which catalyst facilitates the given reaction. Reactant: [C:1]([C:5]1[O:9][N:8]=[C:7]([NH2:10])[CH:6]=1)([CH3:4])([CH3:3])[CH3:2].CO.CN([CH:16]=[O:17])C. Product: [C:1]([C:5]1[O:9][N:8]([CH2:2][C@H:1]2[CH2:5][CH2:6][CH2:16][O:17]2)[C:7](=[NH:10])[CH:6]=1)([CH3:4])([CH3:3])[CH3:2]. The catalyst class is: 25.